Dataset: Full USPTO retrosynthesis dataset with 1.9M reactions from patents (1976-2016). Task: Predict the reactants needed to synthesize the given product. Given the product [ClH:24].[Br:1][C:2]1[CH:3]=[C:4]([O:5][NH2:6])[CH:17]=[CH:18][CH:19]=1, predict the reactants needed to synthesize it. The reactants are: [Br:1][C:2]1[CH:3]=[C:4]([CH:17]=[CH:18][CH:19]=1)[O:5][N:6]1C(=O)C2C(=CC=CC=2)C1=O.O.NN.C(Cl)(Cl)[Cl:24].